Dataset: Forward reaction prediction with 1.9M reactions from USPTO patents (1976-2016). Task: Predict the product of the given reaction. (1) Given the reactants [ClH:1].[CH3:2][O:3][C:4]1[CH:9]=[CH:8][C:7]([N:10]2[C:14]([C:15]3[CH:31]=[CH:30][C:18]([O:19][CH2:20][CH2:21][NH:22]C(=O)OC(C)(C)C)=[CH:17][CH:16]=3)=[CH:13][C:12]([C:32]([F:35])([F:34])[F:33])=[N:11]2)=[CH:6][CH:5]=1, predict the reaction product. The product is: [ClH:1].[CH3:2][O:3][C:4]1[CH:5]=[CH:6][C:7]([N:10]2[C:14]([C:15]3[CH:31]=[CH:30][C:18]([O:19][CH2:20][CH2:21][NH2:22])=[CH:17][CH:16]=3)=[CH:13][C:12]([C:32]([F:35])([F:33])[F:34])=[N:11]2)=[CH:8][CH:9]=1. (2) Given the reactants NC1C=C(C=CC=1OC(F)(F)F)[C:5]([NH2:7])=[O:6].[CH:16]([O:19][C:20]1[CH:28]=[CH:27][C:23](C(N)=O)=[CH:22][C:21]=1[N:29]=[C:30]=[S:31])(C)C, predict the reaction product. The product is: [N:29]([C:21]1[CH:22]=[CH:23][C:27]([C:5]([NH2:7])=[O:6])=[CH:28][C:20]=1[O:19][CH3:16])=[C:30]=[S:31]. (3) Given the reactants [Cl:1][C:2]1[C:3](Cl)=[N:4][CH:5]=[C:6]([CH:12]=1)[C:7]([O:9][CH2:10][CH3:11])=[O:8].[NH:14]1[CH2:17][CH:16]([NH:18][C:19](=[O:25])[O:20][C:21]([CH3:24])([CH3:23])[CH3:22])[CH2:15]1.CCN(C(C)C)C(C)C, predict the reaction product. The product is: [C:21]([O:20][C:19]([NH:18][CH:16]1[CH2:15][N:14]([C:3]2[C:2]([Cl:1])=[CH:12][C:6]([C:7]([O:9][CH2:10][CH3:11])=[O:8])=[CH:5][N:4]=2)[CH2:17]1)=[O:25])([CH3:24])([CH3:22])[CH3:23]. (4) Given the reactants [CH:1]([CH:4]1[CH2:9][CH2:8][C:7]([C:10]2[O:14][N:13]=[C:12]([C:15]([O:17]CC)=[O:16])[C:11]=2[CH3:20])=[CH:6][CH2:5]1)([CH3:3])[CH3:2].CO.[OH-].[Na+], predict the reaction product. The product is: [CH:1]([CH:4]1[CH2:9][CH2:8][C:7]([C:10]2[O:14][N:13]=[C:12]([C:15]([OH:17])=[O:16])[C:11]=2[CH3:20])=[CH:6][CH2:5]1)([CH3:3])[CH3:2]. (5) The product is: [Cl:1][C:2]1[C:3]([C:23]2[N:27]3[CH:28]=[CH:29][CH:30]=[CH:31][C:26]3=[N:25][CH:24]=2)=[N:4][C:5]([NH:8][C:9]2[CH:14]=[CH:13][C:12]([N:15]3[CH2:16][CH2:17][N:18]([CH2:33][C:34]([NH:36][CH3:37])=[O:35])[CH2:19][CH2:20]3)=[CH:11][C:10]=2[O:21][CH3:22])=[N:6][CH:7]=1. Given the reactants [Cl:1][C:2]1[C:3]([C:23]2[N:27]3[CH:28]=[CH:29][CH:30]=[CH:31][C:26]3=[N:25][CH:24]=2)=[N:4][C:5]([NH:8][C:9]2[CH:14]=[CH:13][C:12]([N:15]3[CH2:20][CH2:19][NH:18][CH2:17][CH2:16]3)=[CH:11][C:10]=2[O:21][CH3:22])=[N:6][CH:7]=1.Cl[CH2:33][C:34]([NH:36][CH3:37])=[O:35], predict the reaction product. (6) The product is: [C:3]([N:6]1[C:14]2[C:9](=[CH:10][CH:11]=[C:12]([N:15]3[C:19](=[O:20])[C:18]([CH3:22])([CH3:21])[N:17]([CH2:33][C:31]4[CH:30]=[CH:29][N:28]=[C:27]([Cl:26])[CH:32]=4)[C:16]3=[O:23])[CH:13]=2)[C:8]([CH3:25])([CH3:24])[CH2:7]1)(=[O:5])[CH3:4]. Given the reactants [H-].[Na+].[C:3]([N:6]1[C:14]2[C:9](=[CH:10][CH:11]=[C:12]([N:15]3[C:19](=[O:20])[C:18]([CH3:22])([CH3:21])[NH:17][C:16]3=[O:23])[CH:13]=2)[C:8]([CH3:25])([CH3:24])[CH2:7]1)(=[O:5])[CH3:4].[Cl:26][C:27]1[CH:32]=[C:31]([CH2:33]Cl)[CH:30]=[CH:29][N:28]=1, predict the reaction product. (7) Given the reactants C([N:3]([C:31](=O)[C:32]1[CH:37]=[CH:36][C:35](O)=[CH:34]C=1)[C:4]1[CH:9]=[C:8]([O:10][CH3:11])[C:7]([O:12][CH3:13])=[CH:6][C:5]=1[CH:14]1[CH2:23][CH2:22][C:21]2[CH:20]=[C:19]([O:24]C(=O)C(C)(C)C)[CH:18]=[CH:17][C:16]=2[CH2:15]1)C.[CH2:40]([N:44]([CH3:49])[C:45](=O)[CH2:46]Cl)[CH2:41][CH2:42][CH3:43], predict the reaction product. The product is: [CH2:40]([N:44]([CH3:49])[CH2:45][CH2:46][O:10][C:8]1[CH:7]=[CH:6][C:36]([CH2:37][CH2:32][CH2:31][NH:3][C:4]2[CH:9]=[C:8]([O:10][CH3:11])[C:7]([O:12][CH3:13])=[CH:6][C:5]=2[CH:14]2[CH2:23][CH2:22][C:21]3[CH:20]=[C:19]([OH:24])[CH:18]=[CH:17][C:16]=3[CH2:15]2)=[CH:35][CH:34]=1)[CH2:41][CH2:42][CH3:43].